From a dataset of Forward reaction prediction with 1.9M reactions from USPTO patents (1976-2016). Predict the product of the given reaction. (1) Given the reactants [C:1]([C:3]1[N:11]=[CH:10][C:9]2[NH:8][C:7]3[N:12]=[CH:13][C:14]([C:16]4[CH:21]=[CH:20][C:19]([CH2:22][N:23]5[CH2:28][CH2:27][CH2:26][CH2:25][CH2:24]5)=[CH:18][CH:17]=4)=[CH:15][C:6]=3[C:5]=2[CH:4]=1)#[CH:2].[N:29]([CH2:32][C:33]1[CH:38]=[CH:37][CH:36]=[CH:35][CH:34]=1)=[N+:30]=[N-:31], predict the reaction product. The product is: [CH2:32]([N:29]1[CH:2]=[C:1]([C:3]2[N:11]=[CH:10][C:9]3[NH:8][C:7]4[N:12]=[CH:13][C:14]([C:16]5[CH:17]=[CH:18][C:19]([CH2:22][N:23]6[CH2:28][CH2:27][CH2:26][CH2:25][CH2:24]6)=[CH:20][CH:21]=5)=[CH:15][C:6]=4[C:5]=3[CH:4]=2)[N:31]=[N:30]1)[C:33]1[CH:38]=[CH:37][CH:36]=[CH:35][CH:34]=1. (2) Given the reactants [O:1]=[C:2]1[N:8]2[CH2:9][C@@H:4]([CH2:5][CH2:6][C@@H:7]2[C:10]([NH2:12])=[O:11])[N:3]1[O:13]CC1C=CC=CC=1, predict the reaction product. The product is: [OH:13][N:3]1[C:2](=[O:1])[N:8]2[CH2:9][C@H:4]1[CH2:5][CH2:6][C@@H:7]2[C:10]([NH2:12])=[O:11]. (3) Given the reactants [C:1]([O:5][C:6](=[O:16])[NH:7][C@@H:8]1[CH2:13][CH2:12][CH2:11][CH2:10][C@H:9]1[CH2:14]I)([CH3:4])([CH3:3])[CH3:2].[CH2:17]([O:24][C:25]1[CH:30]=[C:29](I)[CH:28]=[CH:27][C:26]=1[N:32]1[S:36](=[O:38])(=[O:37])[N:35]([CH2:39][CH2:40][Si:41]([CH3:44])([CH3:43])[CH3:42])[C:34](=[O:45])[CH2:33]1)[C:18]1[CH:23]=[CH:22][CH:21]=[CH:20][CH:19]=1, predict the reaction product. The product is: [C:1]([O:5][C:6](=[O:16])[NH:7][C@@H:8]1[CH2:13][CH2:12][CH2:11][CH2:10][C@H:9]1[CH2:14][C:29]1[CH:28]=[CH:27][C:26]([N:32]2[CH2:33][C:34](=[O:45])[N:35]([CH2:39][CH2:40][Si:41]([CH3:44])([CH3:43])[CH3:42])[S:36]2(=[O:38])=[O:37])=[C:25]([O:24][CH2:17][C:18]2[CH:23]=[CH:22][CH:21]=[CH:20][CH:19]=2)[CH:30]=1)([CH3:4])([CH3:3])[CH3:2]. (4) Given the reactants Cl[CH2:2][C:3]1[CH:8]=[CH:7][CH:6]=[C:5]([F:9])[CH:4]=1.[Cl:10][C:11]1[CH:16]=[C:15]([NH:17][C:18]2[C:27]3[C:22](=[CH:23][CH:24]=[CH:25][C:26]=3[O:28][CH2:29][C@H:30]3[CH2:35][CH2:34][CH2:33][CH2:32][N:31]3[C:36](=[O:39])[CH2:37][OH:38])[N:21]=[CH:20][N:19]=2)[CH:14]=[CH:13][C:12]=1[OH:40], predict the reaction product. The product is: [Cl:10][C:11]1[CH:16]=[C:15]([NH:17][C:18]2[C:27]3[C:22](=[CH:23][CH:24]=[CH:25][C:26]=3[O:28][CH2:29][C@H:30]3[CH2:35][CH2:34][CH2:33][CH2:32][N:31]3[C:36](=[O:39])[CH2:37][OH:38])[N:21]=[CH:20][N:19]=2)[CH:14]=[CH:13][C:12]=1[O:40][CH2:2][C:3]1[CH:8]=[CH:7][CH:6]=[C:5]([F:9])[CH:4]=1. (5) Given the reactants CO[C:3]([C:5]1[N:6]=[C:7]([C:24]2[CH:25]=[N:26][CH:27]=[C:28]([F:30])[CH:29]=2)[C:8]2[C:9](=[O:23])[N:10]([CH2:16][C:17]3[CH:22]=[CH:21][CH:20]=[CH:19][CH:18]=3)[CH:11]=[CH:12][C:13]=2[C:14]=1[OH:15])=[O:4].[NH2:31][CH2:32][CH2:33][C:34]([OH:36])=[O:35].C[O-].[Na+], predict the reaction product. The product is: [CH2:16]([N:10]1[C:9](=[O:23])[C:8]2[C:7]([C:24]3[CH:25]=[N:26][CH:27]=[C:28]([F:30])[CH:29]=3)=[N:6][C:5]([C:3]([NH:31][CH2:32][CH2:33][C:34]([OH:36])=[O:35])=[O:4])=[C:14]([OH:15])[C:13]=2[CH:12]=[CH:11]1)[C:17]1[CH:18]=[CH:19][CH:20]=[CH:21][CH:22]=1. (6) The product is: [C:1]([C:4]1[S:5][CH:6]=[CH:7][C:8]=1[C:11]#[N:12])(=[O:3])[CH3:2]. Given the reactants [C:1]([C:4]1[S:5][CH:6]=[CH:7][C:8]=1Br)(=[O:3])[CH3:2].[Cu](C#N)[C:11]#[N:12], predict the reaction product.